From a dataset of Full USPTO retrosynthesis dataset with 1.9M reactions from patents (1976-2016). Predict the reactants needed to synthesize the given product. (1) Given the product [Cl:1][C:2]1[CH:7]=[C:6]([O:8][CH:9]([F:10])[F:11])[CH:5]=[CH:4][C:3]=1[C:12]1[C:13]2[N:25]=[C:27]([CH3:29])[C:26](=[O:30])[N:18]([CH:19]([CH:22]3[CH2:24][CH2:23]3)[CH2:20][CH3:21])[C:14]=2[N:15]=[CH:16][CH:17]=1, predict the reactants needed to synthesize it. The reactants are: [Cl:1][C:2]1[CH:7]=[C:6]([O:8][CH:9]([F:11])[F:10])[CH:5]=[CH:4][C:3]=1[C:12]1[CH:17]=[CH:16][N:15]=[C:14]([NH:18][CH:19]([CH:22]2[CH2:24][CH2:23]2)[CH2:20][CH3:21])[C:13]=1[NH2:25].[C:26](OC)(=[O:30])[C:27]([CH3:29])=O. (2) Given the product [Br:57][CH2:28][C:26](=[CH2:27])[C@@H:9]([O:8][Si:1]([C:4]([CH3:7])([CH3:6])[CH3:5])([CH3:3])[CH3:2])[CH2:10][C@@:11]12[CH2:19][CH2:18][CH2:17][C@@H:16]([C:20]#[N:21])[C@@H:15]1[C:14]1([O:25][CH2:24][CH2:23][O:22]1)[CH2:13][CH2:12]2, predict the reactants needed to synthesize it. The reactants are: [Si:1]([O:8][C@H:9]([C:26]([CH2:28]O)=[CH2:27])[CH2:10][C:11]12[CH2:19][CH2:18][CH2:17][CH:16]([C:20]#[N:21])[CH:15]1[C:14]1([O:25][CH2:24][CH2:23][O:22]1)[CH2:13][CH2:12]2)([C:4]([CH3:7])([CH3:6])[CH3:5])([CH3:3])[CH3:2].C(N(CC)CC)C.C1(P(C2C=CC=CC=2)C2C=CC=CC=2)C=CC=CC=1.C(Br)(Br)(Br)[Br:57]. (3) The reactants are: [NH:1]1[CH2:6][CH2:5][C:4]2([C:14]3[C:9](=[CH:10][CH:11]=[CH:12][CH:13]=3)[CH2:8][CH2:7]2)[CH2:3][CH2:2]1.C([O-])([O-])=O.[Cs+].[Cs+].[CH2:21]([O:23][C:24](=[O:46])[CH2:25][CH:26]([C:30]1[CH:35]=[CH:34][C:33]([O:36][CH2:37][C:38]2[CH:43]=[CH:42][C:41]([CH2:44]Br)=[CH:40][CH:39]=2)=[CH:32][CH:31]=1)[C:27]#[C:28][CH3:29])[CH3:22]. Given the product [N:1]1([CH2:44][C:41]2[CH:40]=[CH:39][C:38]([CH2:37][O:36][C:33]3[CH:34]=[CH:35][C:30]([C@@H:26]([C:27]#[C:28][CH3:29])[CH2:25][C:24]([O:23][CH2:21][CH3:22])=[O:46])=[CH:31][CH:32]=3)=[CH:43][CH:42]=2)[CH2:6][CH2:5][C:4]2([C:14]3[C:9](=[CH:10][CH:11]=[CH:12][CH:13]=3)[CH2:8][CH2:7]2)[CH2:3][CH2:2]1, predict the reactants needed to synthesize it. (4) Given the product [NH2:13][C:14]1[CH:19]=[C:18]([C:2]2[C:6]3[N:7]=[C:8]([Cl:12])[N:9]=[C:10]([NH2:11])[C:5]=3[S:4][CH:3]=2)[CH:17]=[CH:16][CH:15]=1, predict the reactants needed to synthesize it. The reactants are: Br[C:2]1[C:6]2[N:7]=[C:8]([Cl:12])[N:9]=[C:10]([NH2:11])[C:5]=2[S:4][CH:3]=1.[NH2:13][C:14]1[CH:15]=[C:16](B(O)O)[CH:17]=[CH:18][CH:19]=1. (5) Given the product [C:1]([C:3]1[CH:4]=[C:5]([CH:23]=[C:24]([C:28]([F:31])([F:29])[F:30])[C:25]=1[OH:26])[C:6]([N:8]1[C:12]2[CH:13]=[C:14]([C:17]([F:20])([F:19])[F:18])[CH:15]=[CH:16][C:11]=2[S:10](=[O:21])(=[O:22])[CH2:9]1)=[O:7])#[N:2], predict the reactants needed to synthesize it. The reactants are: [C:1]([C:3]1[CH:4]=[C:5]([CH:23]=[C:24]([C:28]([F:31])([F:30])[F:29])[C:25]=1[O:26]C)[C:6]([N:8]1[C:12]2[CH:13]=[C:14]([C:17]([F:20])([F:19])[F:18])[CH:15]=[CH:16][C:11]=2[S:10](=[O:22])(=[O:21])[CH2:9]1)=[O:7])#[N:2].[Cl-].[Li+].Cl. (6) Given the product [C:41]([O:1][C@@H:2]1[CH2:10][C@@H:5]2[O:6][C:7](=[O:9])[CH2:8][C@@H:4]2[C@H:3]1[CH2:11][O:12][C:13]([C:26]1[CH:27]=[CH:28][CH:29]=[CH:30][CH:31]=1)([C:14]1[CH:19]=[CH:18][CH:17]=[CH:16][CH:15]=1)[C:20]1[CH:21]=[CH:22][CH:23]=[CH:24][CH:25]=1)(=[O:48])[C:42]1[CH:47]=[CH:46][CH:45]=[CH:44][CH:43]=1, predict the reactants needed to synthesize it. The reactants are: [OH:1][C@@H:2]1[CH2:10][C@@H:5]2[O:6][C:7](=[O:9])[CH2:8][C@@H:4]2[CH:3]1[CH2:11][O:12][C:13]([C:26]1[CH:31]=[CH:30][CH:29]=[CH:28][CH:27]=1)([C:20]1[CH:25]=[CH:24][CH:23]=[CH:22][CH:21]=1)[C:14]1[CH:19]=[CH:18][CH:17]=[CH:16][CH:15]=1.CC1C=CN=C(N)C=1C.[C:41](Cl)(=[O:48])[C:42]1[CH:47]=[CH:46][CH:45]=[CH:44][CH:43]=1.C(=O)(O)[O-].[Na+]. (7) Given the product [OH:1][C@@:2]1([C:9]#[C:10][C:11]2[CH:12]=[C:13]([N:17]3[C:25]4[CH2:24][CH2:23][N:22]([C:26]5[CH:31]=[CH:30][N:29]=[CH:28][N:27]=5)[CH2:21][C:20]=4[C:19]([C:32]([NH2:37])=[O:34])=[N:18]3)[CH:14]=[CH:15][CH:16]=2)[CH2:6][CH2:5][N:4]([CH3:7])[C:3]1=[O:8], predict the reactants needed to synthesize it. The reactants are: [OH:1][C@@:2]1([C:9]#[C:10][C:11]2[CH:12]=[C:13]([N:17]3[C:25]4[CH2:24][CH2:23][N:22]([C:26]5[CH:31]=[CH:30][N:29]=[CH:28][N:27]=5)[CH2:21][C:20]=4[C:19]([C:32]([O:34]CC)=O)=[N:18]3)[CH:14]=[CH:15][CH:16]=2)[CH2:6][CH2:5][N:4]([CH3:7])[C:3]1=[O:8].[NH3:37]. (8) The reactants are: [Br:1][C:2]1[C:3]([C:8]#N)=[N:4][CH:5]=[CH:6][CH:7]=1.C[O-:11].[Na+].Cl.[C:14](=O)([O-])[OH:15].[Na+]. Given the product [Br:1][C:2]1[C:3]([C:8]([O:15][CH3:14])=[O:11])=[N:4][CH:5]=[CH:6][CH:7]=1, predict the reactants needed to synthesize it.